This data is from Reaction yield outcomes from USPTO patents with 853,638 reactions. The task is: Predict the reaction yield, written as a fraction of the theoretical maximum amount of product (1.0 means a 100% yield; for example, 0.34 means a 34% yield). (1) The reactants are [NH2:1][CH:2]([CH:4]1[CH2:9][CH2:8][N:7]([C:10]([O:12][C:13]([CH3:16])([CH3:15])[CH3:14])=[O:11])[CH2:6][CH2:5]1)[CH3:3].[Br:17][C:18]1[CH:23]=[CH:22][CH:21]=[CH:20][C:19]=1[CH:24]([C:29](=O)[CH3:30])[C:25]([O:27][CH3:28])=[O:26].CC(O)=O. The catalyst is CCO. The product is [Br:17][C:18]1[CH:23]=[CH:22][CH:21]=[CH:20][C:19]=1[C:24]([C:25]([O:27][CH3:28])=[O:26])=[C:29]([NH:1][CH:2]([CH:4]1[CH2:5][CH2:6][N:7]([C:10]([O:12][C:13]([CH3:15])([CH3:14])[CH3:16])=[O:11])[CH2:8][CH2:9]1)[CH3:3])[CH3:30]. The yield is 0.491. (2) The reactants are [CH2:1]([CH:5]1[CH2:9][O:8][C:7](=[O:10])[CH2:6]1)[CH:2](C)C.[C:11](OC(=O)CC(CC(C)C)C(O)=O)(C)(C)C.CO. The catalyst is C1COCC1. The product is [CH:1]([CH:5]1[CH2:9][O:8][C:7](=[O:10])[CH2:6]1)([CH3:2])[CH3:11]. The yield is 0.890. (3) The reactants are Br[C:2]1[CH:7]=[CH:6][C:5]([C:8](=[C:17]2[CH2:22][C:21]([CH3:24])([CH3:23])[O:20][C:19]([CH3:26])([CH3:25])[CH2:18]2)[C:9]2[CH:14]=[CH:13][C:12]([OH:15])=[C:11]([F:16])[CH:10]=2)=[CH:4][CH:3]=1.[C:27]([O:31][CH2:32][CH3:33])(=[O:30])[CH:28]=[CH2:29].CCN(CC)CC.CN(C=O)C. The catalyst is Cl[Pd](Cl)([P](C1C=CC=CC=1)(C1C=CC=CC=1)C1C=CC=CC=1)[P](C1C=CC=CC=1)(C1C=CC=CC=1)C1C=CC=CC=1.CCOC(C)=O.O. The product is [F:16][C:11]1[CH:10]=[C:9]([C:8](=[C:17]2[CH2:18][C:19]([CH3:26])([CH3:25])[O:20][C:21]([CH3:23])([CH3:24])[CH2:22]2)[C:5]2[CH:4]=[CH:3][C:2](/[CH:29]=[CH:28]/[C:27]([O:31][CH2:32][CH3:33])=[O:30])=[CH:7][CH:6]=2)[CH:14]=[CH:13][C:12]=1[OH:15]. The yield is 0.740. (4) The reactants are [C:1]([C:4]1[CH:5]=[C:6](/[CH:10]=[CH:11]/[CH2:12][N:13]([CH:27]([CH3:33])[C:28]([O:30][CH2:31][CH3:32])=[O:29])[C:14]2[CH:19]=[CH:18][C:17]([O:20][CH:21]3[CH2:26][CH2:25][NH:24][CH2:23][CH2:22]3)=[CH:16][CH:15]=2)[CH:7]=[CH:8][CH:9]=1)(=[NH:3])[NH2:2].[ClH:34].[C:35](=[NH:40])(OCC)[CH3:36].C(N(CC)CC)C.Cl. The catalyst is CO.O1CCOCC1. The product is [ClH:34].[ClH:34].[ClH:34].[C:35]([N:24]1[CH2:25][CH2:26][CH:21]([O:20][C:17]2[CH:18]=[CH:19][C:14]([N:13]([CH:27]([CH3:33])[C:28]([O:30][CH2:31][CH3:32])=[O:29])[CH2:12]/[CH:11]=[CH:10]/[C:6]3[CH:7]=[CH:8][CH:9]=[C:4]([C:1](=[NH:2])[NH2:3])[CH:5]=3)=[CH:15][CH:16]=2)[CH2:22][CH2:23]1)(=[NH:40])[CH3:36]. The yield is 0.470. (5) The reactants are [H-].[Na+].[CH3:3][O:4][C:5]([C:7]1[C:15]2[C:10](=[N:11][CH:12]=[C:13]([F:16])[CH:14]=2)[N:9]([S:17]([C:20]2[CH:25]=[CH:24][CH:23]=[CH:22][CH:21]=2)(=[O:19])=[O:18])[C:8]=1[CH2:26]Br)=[O:6].[C:28]([CH2:30][NH:31][S:32]([C:35]1[CH:40]=[CH:39][C:38]([CH3:41])=[CH:37][CH:36]=1)(=[O:34])=[O:33])#[N:29].Cl. The catalyst is CN(C=O)C. The product is [CH3:3][O:4][C:5]([C:7]1[C:15]2[C:10](=[N:11][CH:12]=[C:13]([F:16])[CH:14]=2)[N:9]([S:17]([C:20]2[CH:25]=[CH:24][CH:23]=[CH:22][CH:21]=2)(=[O:19])=[O:18])[C:8]=1[CH2:26][N:31]([CH2:30][C:28]#[N:29])[S:32]([C:35]1[CH:36]=[CH:37][C:38]([CH3:41])=[CH:39][CH:40]=1)(=[O:34])=[O:33])=[O:6]. The yield is 0.820. (6) The reactants are [NH2:1][C:2]1[C:10]([Cl:11])=[CH:9][CH:8]=[CH:7][C:3]=1[C:4]([OH:6])=[O:5].[Cl:12][CH2:13][CH2:14][CH2:15][N:16]=[C:17]=[O:18].[N-]=C=O. The catalyst is Cl. The product is [Cl:11][C:10]1[C:2]([NH:1][C:17]([NH:16][CH2:15][CH2:14][CH2:13][Cl:12])=[O:18])=[C:3]([CH:7]=[CH:8][CH:9]=1)[C:4]([OH:6])=[O:5]. The yield is 0.500. (7) The reactants are [Br:1][C:2]1[N:7]=[C:6]([CH:8]=O)[CH:5]=[CH:4][CH:3]=1.[NH2:10][C@@H:11]([CH2:15][OH:16])[CH:12]([CH3:14])[CH3:13].C(O)(=O)C.C([BH3-])#N. The catalyst is CO. The product is [Br:1][C:2]1[N:7]=[C:6]([CH2:8][NH:10][C@H:11]([CH:12]([CH3:14])[CH3:13])[CH2:15][OH:16])[CH:5]=[CH:4][CH:3]=1. The yield is 0.600.